This data is from Forward reaction prediction with 1.9M reactions from USPTO patents (1976-2016). The task is: Predict the product of the given reaction. (1) Given the reactants [C:1]([O:5][C@@H:6]([C@H:8]1[CH2:12][O:11][C:10](=[O:13])[NH:9]1)[CH3:7])([CH3:4])([CH3:3])[CH3:2].Cl[C:15]1[CH:20]=[C:19]([CH:21]([F:23])[F:22])[N:18]=[C:17]([S:24][CH3:25])[N:16]=1.[H-].[Na+], predict the reaction product. The product is: [C:1]([O:5][C@@H:6]([C@H:8]1[CH2:12][O:11][C:10](=[O:13])[N:9]1[C:15]1[CH:20]=[C:19]([CH:21]([F:23])[F:22])[N:18]=[C:17]([S:24][CH3:25])[N:16]=1)[CH3:7])([CH3:2])([CH3:3])[CH3:4]. (2) Given the reactants [H-].[Na+].[CH2:3]([OH:10])[C:4]1[CH:9]=[CH:8][CH:7]=[CH:6][CH:5]=1.F[C:12]1[CH:20]=[CH:19][C:15]([C:16]([OH:18])=[O:17])=[C:14]([C:21]([F:24])([F:23])[F:22])[CH:13]=1.Cl, predict the reaction product. The product is: [CH2:3]([O:10][C:12]1[CH:20]=[CH:19][C:15]([C:16]([OH:18])=[O:17])=[C:14]([C:21]([F:22])([F:24])[F:23])[CH:13]=1)[C:4]1[CH:9]=[CH:8][CH:7]=[CH:6][CH:5]=1. (3) Given the reactants Cl[C:2]1[CH:11]=[CH:10][C:9]2[C:4](=[CH:5][CH:6]=[CH:7][CH:8]=2)[N:3]=1.C(OC(=O)[NH:21][CH2:22][C@H:23]1[CH2:28][CH2:27][C@@H:26]([NH2:29])[CH2:25][CH2:24]1)C1C=CC=CC=1.C([O-])(O)=O.[Na+], predict the reaction product. The product is: [NH2:21][CH2:22][C@@H:23]1[CH2:28][CH2:27][C@H:26]([NH:29][C:2]2[CH:11]=[CH:10][C:9]3[C:4](=[CH:5][CH:6]=[CH:7][CH:8]=3)[N:3]=2)[CH2:25][CH2:24]1. (4) Given the reactants C([O:3][C:4]([C:6]1[N:7]([CH3:22])[N:8]=[C:9]([C:11]2[CH:16]=[CH:15][C:14]([F:17])=[C:13]([C:18]([F:21])([F:20])[F:19])[CH:12]=2)[CH:10]=1)=O)C.[H-].[Al+3].[Li+].[H-].[H-].[H-], predict the reaction product. The product is: [F:17][C:14]1[CH:15]=[CH:16][C:11]([C:9]2[CH:10]=[C:6]([CH2:4][OH:3])[N:7]([CH3:22])[N:8]=2)=[CH:12][C:13]=1[C:18]([F:20])([F:19])[F:21]. (5) The product is: [CH3:23][S:24]([O:27][C@@H:28]([C@@H:30]1[C@H:34]([CH:35]=[O:36])[O:33][C:32]([CH3:37])([CH3:38])[O:31]1)[CH3:29])(=[O:25])=[O:26]. Given the reactants CC(OI1(OC(C)=O)(OC(C)=O)OC(=O)C2C1=CC=CC=2)=O.[CH3:23][S:24]([O:27][C@@H:28]([C@@H:30]1[C@H:34]([CH2:35][OH:36])[O:33][C:32]([CH3:38])([CH3:37])[O:31]1)[CH3:29])(=[O:26])=[O:25].C(=O)([O-])O.[Na+].S([O-])([O-])(=O)=S.[Na+].[Na+], predict the reaction product. (6) Given the reactants [Br:1][C:2]1[CH:7]=[CH:6][C:5]([CH:8]2[CH2:14][CH:13]3[N:15](C([O-])=O)[CH:10]([CH2:11][CH2:12]3)[CH:9]2[O:19]C(OCC(Cl)(Cl)Cl)=O)=[CH:4][CH:3]=1.ClC(OCC(Cl)(Cl)Cl)=O, predict the reaction product. The product is: [Br:1][C:2]1[CH:3]=[CH:4][C:5]([CH:8]2[CH2:14][CH:13]3[NH:15][CH:10]([CH2:11][CH2:12]3)[CH:9]2[OH:19])=[CH:6][CH:7]=1. (7) Given the reactants [NH2:1][C:2]1[CH:3]=[C:4]([C:8]2[NH:12][N:11]=[N:10][N:9]=2)[CH:5]=[CH:6][CH:7]=1.[Br:13][C:14]1[S:18][C:17]([S:19](Cl)(=[O:21])=[O:20])=[CH:16][CH:15]=1.N1C=CC=CC=1, predict the reaction product. The product is: [Br:13][C:14]1[S:18][C:17]([S:19]([NH:1][C:2]2[CH:7]=[CH:6][CH:5]=[C:4]([C:8]3[NH:12][N:11]=[N:10][N:9]=3)[CH:3]=2)(=[O:21])=[O:20])=[CH:16][CH:15]=1.